This data is from Forward reaction prediction with 1.9M reactions from USPTO patents (1976-2016). The task is: Predict the product of the given reaction. (1) Given the reactants [CH3:1][O:2][C:3]1[CH:8]=[C:7]([CH3:9])[C:6]([S:10]([N:13]([CH2:15][C:16]2[O:20][CH:19]=[C:18]([C:21](O)=[O:22])[CH:17]=2)[CH3:14])(=[O:12])=[O:11])=[C:5]([CH3:24])[CH:4]=1.C1N=CN(C(N2C=NC=C2)=O)C=1.[CH3:37][NH:38][CH2:39][C:40]1[CH:45]=[CH:44][C:43]([C:46]2[CH:47]=[N:48][CH:49]=[N:50][CH:51]=2)=[CH:42][CH:41]=1, predict the reaction product. The product is: [CH3:1][O:2][C:3]1[CH:4]=[C:5]([CH3:24])[C:6]([S:10]([N:13]([CH2:15][C:16]2[O:20][CH:19]=[C:18]([C:21]([N:38]([CH3:37])[CH2:39][C:40]3[CH:41]=[CH:42][C:43]([C:46]4[CH:51]=[N:50][CH:49]=[N:48][CH:47]=4)=[CH:44][CH:45]=3)=[O:22])[CH:17]=2)[CH3:14])(=[O:12])=[O:11])=[C:7]([CH3:9])[CH:8]=1. (2) Given the reactants [CH:1]1([NH:4][C@H:5]2[CH2:10][CH2:9][C@H:8]([CH2:11][C:12]([O:14][CH3:15])=[O:13])[CH2:7][CH2:6]2)[CH2:3][CH2:2]1.C(N(C(C)C)CC)(C)C.[Cl:25][C:26]1[CH:34]=[CH:33][C:29]([C:30](O)=[O:31])=[CH:28][CH:27]=1.O=C1N(P(Cl)(N2CCOC2=O)=O)CCO1, predict the reaction product. The product is: [CH:1]1([N:4]([C@H:5]2[CH2:10][CH2:9][C@H:8]([CH2:11][C:12]([O:14][CH3:15])=[O:13])[CH2:7][CH2:6]2)[C:30](=[O:31])[C:29]2[CH:33]=[CH:34][C:26]([Cl:25])=[CH:27][CH:28]=2)[CH2:2][CH2:3]1. (3) Given the reactants C1(P(C2C=CC=CC=2)C2C=CC=CC=2)C=CC=CC=1.[C:20]([Br:24])(Br)(Br)[Br:21].[CH3:25][O:26][CH:27]1[CH:31]([CH:32]=O)[CH2:30][CH:29]([O:34][CH3:35])[O:28]1, predict the reaction product. The product is: [Br:21][C:20]([Br:24])=[CH:32][CH:31]1[CH2:30][CH:29]([O:34][CH3:35])[O:28][CH:27]1[O:26][CH3:25]. (4) Given the reactants [H-].[Na+].[I-].C[S+](C)C.[Br:8][C:9]1[C:16]([CH3:17])=[CH:15][C:12]([CH:13]=[O:14])=[CH:11][N:10]=1.[CH3:18]COC(C)=O.CCOCC, predict the reaction product. The product is: [Br:8][C:9]1[C:16]([CH3:17])=[CH:15][C:12]([CH:13]2[CH2:18][O:14]2)=[CH:11][N:10]=1. (5) The product is: [Cl:3][C:4]1[CH:37]=[CH:36][CH:35]=[CH:34][C:5]=1[CH2:6][N:7]1[C:15]2[C:14](=[O:16])[N:13]([CH3:17])[C:12](=[O:18])[N:11]([CH3:19])[C:10]=2[C:9]([F:2])=[C:8]1[N:20]1[CH2:25][CH2:24][CH2:23][C@@H:22]([NH:26][C:27](=[O:33])[O:28][C:29]([CH3:31])([CH3:32])[CH3:30])[CH2:21]1. Given the reactants [Xe][F:2].[Cl:3][C:4]1[CH:37]=[CH:36][CH:35]=[CH:34][C:5]=1[CH2:6][N:7]1[C:15]2[C:14](=[O:16])[N:13]([CH3:17])[C:12](=[O:18])[N:11]([CH3:19])[C:10]=2[CH:9]=[C:8]1[N:20]1[CH2:25][CH2:24][CH2:23][C@@H:22]([NH:26][C:27](=[O:33])[O:28][C:29]([CH3:32])([CH3:31])[CH3:30])[CH2:21]1.C(=O)([O-])O.[Na+], predict the reaction product. (6) Given the reactants [Cl:1][C:2]1[CH:3]=[C:4]([C:8](=[O:18])[CH2:9][C:10]([C:12]2[S:16][CH:15]=[N:14][C:13]=2[CH3:17])=[O:11])[CH:5]=[CH:6][CH:7]=1.[Li+].CC([N-]C(C)C)C.ClC1C=C(N([CH2:43][C:44]2[C:53]3[C:48](=[C:49]([F:54])[CH:50]=[CH:51][CH:52]=3)[NH:47][C:46](=[O:55])[CH:45]=2)C(C2N=CN(C)C=2)=O)C=CC=1.P([O-])([O-])([O-])=O.CCCC[N+](CCCC)(CCCC)CCCC.[F-], predict the reaction product. The product is: [Cl:1][C:2]1[CH:3]=[C:4]([C:8](=[O:18])[CH:9]([CH2:43][C:44]2[C:53]3[C:48](=[C:49]([F:54])[CH:50]=[CH:51][CH:52]=3)[NH:47][C:46](=[O:55])[CH:45]=2)[C:10]([C:12]2[S:16][CH:15]=[N:14][C:13]=2[CH3:17])=[O:11])[CH:5]=[CH:6][CH:7]=1. (7) The product is: [N:3]1([CH2:6][CH2:7][C:36]([OH:34])=[O:37])[C:4]2[C:20](=[CH:19][CH:18]=[CH:17][CH:5]=2)[CH2:21][CH2:2][CH2:1]1. Given the reactants [CH2:1]([N:3]([CH2:6][CH3:7])[CH2:4][CH3:5])[CH3:2].CN(C(ON1N=N[C:18]2[CH:19]=[CH:20][CH:21]=N[C:17]1=2)=[N+](C)C)C.F[P-](F)(F)(F)(F)F.CS(C)=[O:34].[CH3:36][OH:37], predict the reaction product. (8) The product is: [Br:1][C:2]1[CH:3]=[C:4]2[C:12](=[CH:13][CH:14]=1)[NH:11][C:10]1[CH:9]([NH:15][C:22](=[O:23])[C:21]3[CH:25]=[CH:26][C:18]([C:17]([F:16])([F:27])[F:28])=[CH:19][CH:20]=3)[CH2:8][CH2:7][CH2:6][C:5]2=1. Given the reactants [Br:1][C:2]1[CH:3]=[C:4]2[C:12](=[CH:13][CH:14]=1)[NH:11][C:10]1[CH:9]([NH2:15])[CH2:8][CH2:7][CH2:6][C:5]2=1.[F:16][C:17]([F:28])([F:27])[C:18]1[CH:26]=[CH:25][C:21]([C:22](Cl)=[O:23])=[CH:20][CH:19]=1, predict the reaction product.